This data is from Catalyst prediction with 721,799 reactions and 888 catalyst types from USPTO. The task is: Predict which catalyst facilitates the given reaction. (1) Product: [CH3:16][C:15]([O:14][C:12]([N:8]1[CH2:7][C:6]2[CH:19]=[C:2]([B:20]([OH:25])[OH:21])[CH:3]=[CH:4][C:5]=2[O:11][CH2:10][CH2:9]1)=[O:13])([CH3:18])[CH3:17]. Reactant: Br[C:2]1[CH:3]=[CH:4][C:5]2[O:11][CH2:10][CH2:9][N:8]([C:12]([O:14][C:15]([CH3:18])([CH3:17])[CH3:16])=[O:13])[CH2:7][C:6]=2[CH:19]=1.[B:20](OC(C)C)([O:25]C(C)C)[O:21]C(C)C.C([Li])CCC. The catalyst class is: 1. (2) Reactant: C([NH:8][CH:9]1[CH2:14][CH2:13][N:12]([C:15]2[CH:16]=[C:17]([CH:21]3[N:25]([C:26]4[CH:31]=[CH:30][C:29]([F:32])=[CH:28][C:27]=4[F:33])[N:24]=[C:23]([C:34]([F:40])([F:39])[C:35]([F:38])([F:37])[F:36])[CH2:22]3)[CH:18]=[CH:19][CH:20]=2)[CH2:11][CH2:10]1)(OC(C)(C)C)=O.[ClH:41]. Product: [ClH:41].[NH2:8][CH:9]1[CH2:14][CH2:13][N:12]([C:15]2[CH:16]=[C:17]([CH:21]3[N:25]([C:26]4[CH:31]=[CH:30][C:29]([F:32])=[CH:28][C:27]=4[F:33])[N:24]=[C:23]([C:34]([F:40])([F:39])[C:35]([F:38])([F:37])[F:36])[CH2:22]3)[CH:18]=[CH:19][CH:20]=2)[CH2:11][CH2:10]1. The catalyst class is: 13. (3) Reactant: [OH:1][C:2]1[CH:7]=[CH:6][C:5]([C:8]2[N:9]=[C:10]3[C:15](=[N:16][C:17]=2[C:18]2[CH:23]=[CH:22][C:21]([OH:24])=[CH:20][CH:19]=2)[N:14]=[CH:13][N:12]=[C:11]3[NH2:25])=[CH:4][CH:3]=1.[S:26](=[O:30])(=[O:29])([OH:28])[OH:27].C(OCC)C. Product: [S:26]([OH:30])([OH:29])(=[O:28])=[O:27].[OH:1][C:2]1[CH:7]=[CH:6][C:5]([C:8]2[N:9]=[C:10]3[C:15](=[N:16][C:17]=2[C:18]2[CH:23]=[CH:22][C:21]([OH:24])=[CH:20][CH:19]=2)[N:14]=[CH:13][N:12]=[C:11]3[NH2:25])=[CH:4][CH:3]=1. The catalyst class is: 5. (4) Reactant: [CH3:1][NH:2][C:3]([C@@H:5]([NH:17][C:18](=[O:42])[C@@H:19]([NH:26][C:27]([NH2:41])=[N:28][NH:29][C:30](=[O:40])[C@H:31]([NH2:39])[CH2:32][C:33]1[CH:38]=[CH:37][CH:36]=[CH:35][CH:34]=1)[CH2:20][CH2:21][CH2:22][N+:23]([O-:25])=[O:24])[CH2:6][C:7]1[CH:16]=[CH:15][C:14]2[C:9](=[CH:10][CH:11]=[CH:12][CH:13]=2)[CH:8]=1)=[O:4].[C:43]([NH:46][C@@H:47]([CH2:51][C:52]1[CH:57]=[CH:56][C:55]([OH:58])=[CH:54][CH:53]=1)[C:48](O)=[O:49])(=[O:45])[CH3:44].C1CN([P+](ON2N=NC3C=CC=CC2=3)(N2CCCC2)N2CCCC2)CC1.F[P-](F)(F)(F)(F)F.C(N(CC)CC)C. Product: [CH3:1][NH:2][C:3]([C@@H:5]([NH:17][C:18](=[O:42])[C@@H:19]([NH:26][C:27]([NH2:41])=[N:28][NH:29][C:30](=[O:40])[C@H:31]([NH:39][C:48](=[O:49])[C@@H:47]([NH:46][C:43](=[O:45])[CH3:44])[CH2:51][C:52]1[CH:57]=[CH:56][C:55]([OH:58])=[CH:54][CH:53]=1)[CH2:32][C:33]1[CH:38]=[CH:37][CH:36]=[CH:35][CH:34]=1)[CH2:20][CH2:21][CH2:22][N+:23]([O-:25])=[O:24])[CH2:6][C:7]1[CH:16]=[CH:15][C:14]2[C:9](=[CH:10][CH:11]=[CH:12][CH:13]=2)[CH:8]=1)=[O:4]. The catalyst class is: 3.